From a dataset of Forward reaction prediction with 1.9M reactions from USPTO patents (1976-2016). Predict the product of the given reaction. (1) Given the reactants S([CH2:11][N+:12]#[C-])(C1C=CC(C)=CC=1)(=O)=O.[CH2:14]([CH:19]1[CH2:23][CH2:22][CH2:21][C:20]1=O)[CH2:15][CH2:16][CH2:17][CH3:18].C(O[K])(C)(C)C.O, predict the reaction product. The product is: [CH2:14]([CH:19]1[CH2:23][CH2:22][CH2:21][CH:20]1[C:11]#[N:12])[CH2:15][CH2:16][CH2:17][CH3:18]. (2) Given the reactants [C:1]1([CH3:8])[CH:6]=[CH:5][CH:4]=[C:3]([CH3:7])[CH:2]=1.[Cl-].[Al+3].[Cl-].[Cl-].[C:13]1(=[O:23])[C:17]2[CH:18]=[CH:19][CH:20]=[CH:21][C:16]=2[C:15](=[O:22])[O:14]1, predict the reaction product. The product is: [CH3:8][C:1]1[CH:2]=[C:3]([CH3:7])[CH:4]=[CH:5][C:6]=1[C:15]([C:16]1[CH:21]=[CH:20][CH:19]=[CH:18][C:17]=1[C:13]([OH:23])=[O:14])=[O:22]. (3) Given the reactants Cl[C:2]1[C:11]2[C:6](=[CH:7][C:8]([O:14][CH3:15])=[C:9]([O:12][CH3:13])[CH:10]=2)[N:5]=[CH:4][N:3]=1.C(O[C:21](=[O:29])[NH:22][CH:23]1[CH2:28][CH2:27][NH:26][CH2:25][CH2:24]1)(C)(C)C.[N+](C1C=CC(OC(=O)[NH:41][C:42]2[CH:47]=[CH:46][C:45]([N:48]3[CH2:53][CH2:52][O:51][CH2:50][CH2:49]3)=[CH:44][CH:43]=2)=CC=1)([O-])=O, predict the reaction product. The product is: [CH3:13][O:12][C:9]1[CH:10]=[C:11]2[C:6](=[CH:7][C:8]=1[O:14][CH3:15])[N:5]=[CH:4][N:3]=[C:2]2[N:26]1[CH2:25][CH2:24][CH:23]([NH:22][C:21]([NH:41][C:42]2[CH:43]=[CH:44][C:45]([N:48]3[CH2:53][CH2:52][O:51][CH2:50][CH2:49]3)=[CH:46][CH:47]=2)=[O:29])[CH2:28][CH2:27]1.